From a dataset of Catalyst prediction with 721,799 reactions and 888 catalyst types from USPTO. Predict which catalyst facilitates the given reaction. (1) Reactant: C(OC([NH:8][CH:9]1[C:18]2[C:13]3=[C:14]([C:19]4[N:20]([C:23]5[CH:24]=[C:25]([C:36]([O:38][CH3:39])=[O:37])[CH:26]=[CH:27][C:28]=5[C:29]=4[CH:30]4[CH2:35][CH2:34][CH2:33][CH2:32][CH2:31]4)[CH2:21][CH2:22][N:12]3[CH2:11][CH2:10]1)[CH:15]=[CH:16][CH:17]=2)=O)(C)(C)C.Cl. Product: [NH2:8][CH:9]1[C:18]2[C:13]3=[C:14]([C:19]4[N:20]([C:23]5[CH:24]=[C:25]([C:36]([O:38][CH3:39])=[O:37])[CH:26]=[CH:27][C:28]=5[C:29]=4[CH:30]4[CH2:35][CH2:34][CH2:33][CH2:32][CH2:31]4)[CH2:21][CH2:22][N:12]3[CH2:11][CH2:10]1)[CH:15]=[CH:16][CH:17]=2. The catalyst class is: 12. (2) Reactant: C#CC.[NH2:4][C:5](=[NH:7])[OH:6].[C:8](O)(=O)[CH2:9][CH2:10][CH2:11][C:12]#[CH:13].S(O)(O)(=O)=O.COC(=N)N.C(N(C(C)C)CC)(C)C. Product: [C:8]([NH:7][C:5](=[NH:4])[OH:6])#[C:9][CH2:10][CH2:11][CH2:12][CH3:13]. The catalyst class is: 607. (3) Reactant: [CH:1]1([C@H:5]([NH:10][C:11]2[N:19]=[C:18]([C:20]([O:22]C)=[O:21])[N:17]=[C:16]3[C:12]=2[N:13]([CH2:31][C:32]2[CH:37]=[CH:36][C:35]([C:38]([F:41])([F:40])[F:39])=[CH:34][CH:33]=2)[C:14]([C:24]2[CH:29]=[CH:28][CH:27]=[C:26]([CH3:30])[CH:25]=2)=[N:15]3)[CH2:6][CH2:7][CH2:8][OH:9])[CH2:4][CH2:3][CH2:2]1.[OH-].[Li+].Cl. Product: [CH:1]1([C@H:5]([NH:10][C:11]2[N:19]=[C:18]([C:20]([OH:22])=[O:21])[N:17]=[C:16]3[C:12]=2[N:13]([CH2:31][C:32]2[CH:33]=[CH:34][C:35]([C:38]([F:39])([F:40])[F:41])=[CH:36][CH:37]=2)[C:14]([C:24]2[CH:29]=[CH:28][CH:27]=[C:26]([CH3:30])[CH:25]=2)=[N:15]3)[CH2:6][CH2:7][CH2:8][OH:9])[CH2:2][CH2:3][CH2:4]1. The catalyst class is: 20. (4) Reactant: [OH-].[Na+:2].[C:3]([OH:7])(=[O:6])[CH:4]=[CH2:5]. Product: [C:3]([OH:7])(=[O:6])[CH:4]=[CH2:5].[C:3]([O-:7])(=[O:6])[CH:4]=[CH2:5].[Na+:2]. The catalyst class is: 6.